This data is from Catalyst prediction with 721,799 reactions and 888 catalyst types from USPTO. The task is: Predict which catalyst facilitates the given reaction. (1) Reactant: [CH2:1]([N:8](C)[CH2:9][C@H:10]([NH:17][C:18](=[O:24])[O:19][C:20]([CH3:23])([CH3:22])[CH3:21])[C:11]1[CH:16]=[CH:15][CH:14]=[CH:13][CH:12]=1)C1C=CC=CC=1. Product: [CH3:1][NH:8][CH2:9][C@H:10]([NH:17][C:18](=[O:24])[O:19][C:20]([CH3:22])([CH3:21])[CH3:23])[C:11]1[CH:16]=[CH:15][CH:14]=[CH:13][CH:12]=1. The catalyst class is: 19. (2) Reactant: [CH3:1][O:2][C:3]1[CH:4]=[C:5]([C:11]2[C:12]([CH3:34])([CH3:33])[C:13](=[O:32])[N:14]([CH:16]3[CH2:21][CH2:20][N:19]([C:22]([C:24]4[CH:29]=[C:28]([OH:30])[CH:27]=[CH:26][C:25]=4[CH3:31])=[O:23])[CH2:18][CH2:17]3)[N:15]=2)[CH:6]=[CH:7][C:8]=1[O:9][CH3:10].Br[CH2:36][C:37]1[C:42]([Cl:43])=[CH:41][CH:40]=[CH:39][C:38]=1[Cl:44].[OH-].[Na+]. Product: [Cl:43][C:42]1[CH:41]=[CH:40][CH:39]=[C:38]([Cl:44])[C:37]=1[CH2:36][O:30][C:28]1[CH:27]=[CH:26][C:25]([CH3:31])=[C:24]([C:22]([N:19]2[CH2:20][CH2:21][CH:16]([N:14]3[C:13](=[O:32])[C:12]([CH3:34])([CH3:33])[C:11]([C:5]4[CH:6]=[CH:7][C:8]([O:9][CH3:10])=[C:3]([O:2][CH3:1])[CH:4]=4)=[N:15]3)[CH2:17][CH2:18]2)=[O:23])[CH:29]=1. The catalyst class is: 8. (3) Reactant: [CH2:1](Br)[C:2]1[CH:7]=[CH:6][CH:5]=[CH:4][CH:3]=1.[Br:9][C:10]1[N:15]=[C:14]([C:16]([O:18][CH3:19])=[O:17])[C:13]([OH:20])=[CH:12][CH:11]=1.C([O-])([O-])=O.[K+].[K+]. Product: [CH2:1]([O:20][C:13]1[C:14]([C:16]([O:18][CH3:19])=[O:17])=[N:15][C:10]([Br:9])=[CH:11][CH:12]=1)[C:2]1[CH:7]=[CH:6][CH:5]=[CH:4][CH:3]=1. The catalyst class is: 3. (4) Reactant: [O:1]=[C:2]1[CH:10]=[C:9](OS(C(F)(F)F)(=O)=O)[CH:8]=[C:7]2[N:3]1[C@H:4]([C:19]([O:21][CH2:22][CH3:23])=[O:20])[CH2:5][CH2:6]2.[Cl:24][C:25]1[CH:31]=[CH:30][C:28]([NH2:29])=[C:27](B2OC(C)(C)C(C)(C)O2)[CH:26]=1.[F-].[Cs+]. Product: [NH2:29][C:28]1[CH:30]=[CH:31][C:25]([Cl:24])=[CH:26][C:27]=1[C:9]1[CH:8]=[C:7]2[N:3]([C@H:4]([C:19]([O:21][CH2:22][CH3:23])=[O:20])[CH2:5][CH2:6]2)[C:2](=[O:1])[CH:10]=1. The catalyst class is: 12. (5) Reactant: C(OC(=O)[N:7]([C:16]1[CH:21]=[CH:20][C:19]([C:22]([C:24]2[C:32]3[C:31]([CH:33]4[CH2:35][CH2:34]4)=[N:30][CH:29]=[N:28][C:27]=3[N:26]([S:36]([C:39]3[CH:44]=[CH:43][CH:42]=[CH:41][CH:40]=3)(=[O:38])=[O:37])[CH:25]=2)=[O:23])=[C:18]([F:45])[N:17]=1)[C:8]1[CH:9]=[N:10][C:11]([O:14][CH3:15])=[CH:12][CH:13]=1)(C)(C)C.C(=O)([O-])[O-].[K+].[K+]. Product: [C:39]1([S:36]([N:26]2[C:27]3[N:28]=[CH:29][N:30]=[C:31]([CH:33]4[CH2:34][CH2:35]4)[C:32]=3[C:24]([C:22]([C:19]3[C:18]([F:45])=[N:17][C:16]([NH:7][C:8]4[CH:9]=[N:10][C:11]([O:14][CH3:15])=[CH:12][CH:13]=4)=[CH:21][CH:20]=3)=[O:23])=[CH:25]2)(=[O:38])=[O:37])[CH:40]=[CH:41][CH:42]=[CH:43][CH:44]=1. The catalyst class is: 26. (6) The catalyst class is: 132. Reactant: O.[OH-].[Li+].[CH3:4][C:5]1[C:10]([N:11]2[CH:15]=[N:14][N:13]=[N:12]2)=[CH:9][N:8]=[C:7]([CH2:16][C:17]([O:19]C)=[O:18])[CH:6]=1.Cl. Product: [CH3:4][C:5]1[C:10]([N:11]2[CH:15]=[N:14][N:13]=[N:12]2)=[CH:9][N:8]=[C:7]([CH2:16][C:17]([OH:19])=[O:18])[CH:6]=1. (7) Reactant: [C:1]([C:9]1[CH:10]=[C:11]2[C:15](=[CH:16][CH:17]=1)[N:14]([C:18]([NH:20][CH2:21][CH2:22][C:23]([O:25][CH2:26][CH3:27])=[O:24])=[O:19])[CH2:13][CH2:12]2)#[C:2][CH2:3][CH2:4][CH2:5][CH2:6][CH2:7][CH3:8]. Product: [CH2:1]([C:9]1[CH:10]=[C:11]2[C:15](=[CH:16][CH:17]=1)[N:14]([C:18]([NH:20][CH2:21][CH2:22][C:23]([O:25][CH2:26][CH3:27])=[O:24])=[O:19])[CH2:13][CH2:12]2)[CH2:2][CH2:3][CH2:4][CH2:5][CH2:6][CH2:7][CH3:8]. The catalyst class is: 50. (8) Reactant: [C:1]([NH:5][C:6](=[O:15])[C:7]1[CH:12]=[C:11](Cl)[N:10]=[C:9]([Cl:14])[CH:8]=1)([CH3:4])([CH3:3])[CH3:2].[N:16]1[CH:21]=[CH:20][C:19](B(O)O)=[CH:18][CH:17]=1.C1(C)C=CC=CC=1.CCO.C([O-])([O-])=O.[Na+].[Na+]. Product: [C:1]([NH:5][C:6]([C:7]1[CH:8]=[C:9]([Cl:14])[N:10]=[C:11]([C:19]2[CH:20]=[CH:21][N:16]=[CH:17][CH:18]=2)[CH:12]=1)=[O:15])([CH3:2])([CH3:3])[CH3:4]. The catalyst class is: 6. (9) Reactant: Br.[Br:2][CH2:3][CH2:4][NH2:5].[OH-].[Na+].O.[C:9](O[C:9]([O:11][C:12]([CH3:15])([CH3:14])[CH3:13])=[O:10])([O:11][C:12]([CH3:15])([CH3:14])[CH3:13])=[O:10]. Product: [Br:2][CH2:3][CH2:4][NH:5][C:9](=[O:10])[O:11][C:12]([CH3:15])([CH3:14])[CH3:13]. The catalyst class is: 1.